Dataset: Catalyst prediction with 721,799 reactions and 888 catalyst types from USPTO. Task: Predict which catalyst facilitates the given reaction. (1) Reactant: [Cl:1][C:2]1[CH:7]=[C:6](F)[CH:5]=[CH:4][C:3]=1[N+:9]([O-:11])=[O:10].[C:12]([N:15]1[CH2:20][CH2:19][NH:18][CH2:17][CH2:16]1)(=[O:14])[CH3:13].C(=O)([O-])[O-].[K+].[K+]. Product: [Cl:1][C:2]1[CH:7]=[C:6]([N:18]2[CH2:19][CH2:20][N:15]([C:12](=[O:14])[CH3:13])[CH2:16][CH2:17]2)[CH:5]=[CH:4][C:3]=1[N+:9]([O-:11])=[O:10]. The catalyst class is: 9. (2) Reactant: C(=O)([O-])[O-].[Na+].[Na+].COCCOC.Br[C:14]1[CH:18]=[CH:17][S:16][CH:15]=1.CC1(C)C(C)(C)OB([C:27]2[CH:33]=[CH:32][C:30]([NH2:31])=[CH:29][CH:28]=2)O1. Product: [S:16]1[CH:17]=[CH:18][C:14]([C:27]2[CH:33]=[CH:32][C:30]([NH2:31])=[CH:29][CH:28]=2)=[CH:15]1. The catalyst class is: 69. (3) Reactant: Cl[C:2]1[N:7]=[C:6]([CH3:8])[N:5]=[C:4]([O:9][C:10]2[CH:11]=[CH:12][C:13]3[O:18][CH2:17][CH2:16][N:15]([C:19]4[S:20][C:21]5[C:22](=[O:30])[NH:23][C:24]([CH3:29])([CH3:28])[CH2:25][C:26]=5[N:27]=4)[C:14]=3[CH:31]=2)[CH:3]=1.C(N(CC)CC)C. Product: [CH3:28][C:24]1([CH3:29])[NH:23][C:22](=[O:30])[C:21]2[S:20][C:19]([N:15]3[C:14]4[CH:31]=[C:10]([O:9][C:4]5[CH:3]=[CH:2][N:7]=[C:6]([CH3:8])[N:5]=5)[CH:11]=[CH:12][C:13]=4[O:18][CH2:17][CH2:16]3)=[N:27][C:26]=2[CH2:25]1. The catalyst class is: 19. (4) Reactant: [Br:1][C:2]1[CH:10]=[C:9]([CH3:11])[C:5]([C:6](N)=[O:7])=[C:4]([O:12][CH3:13])[CH:3]=1.N(OS(=O)(=O)O)=[O:15]. Product: [Br:1][C:2]1[CH:10]=[C:9]([CH3:11])[C:5]([C:6]([OH:15])=[O:7])=[C:4]([O:12][CH3:13])[CH:3]=1. The catalyst class is: 34. (5) Reactant: [CH:1]([N:5]1[CH:10]=[CH:9][C:8]([C:11]([OH:13])=O)=[CH:7][C:6]1=[O:14])([CH2:3][CH3:4])[CH3:2].N1(O)C2C=CC=CC=2N=N1.Cl.CN(C)CCCN=C=NCC.C(N(CC)CC)C.[NH2:44][CH2:45][C:46]1[C:47]([OH:54])=[N:48][C:49]([CH3:53])=[CH:50][C:51]=1[CH3:52]. Product: [CH:1]([N:5]1[CH:10]=[CH:9][C:8]([C:11]([NH:44][CH2:45][C:46]2[C:47]([OH:54])=[N:48][C:49]([CH3:53])=[CH:50][C:51]=2[CH3:52])=[O:13])=[CH:7][C:6]1=[O:14])([CH2:3][CH3:4])[CH3:2]. The catalyst class is: 46. (6) Reactant: C([O:5][C:6](=[O:22])[CH2:7][C:8]1[O:9][C:10]2[C:15]([C:16](=O)[CH:17]=1)=[CH:14][C:13]([N+:19]([O-])=O)=[CH:12][CH:11]=2)(C)(C)C.[O:23]1C2C(=CC=CC=2)C[CH2:25][CH2:24]1.FC(F)(F)C(O)=O. Product: [C:24]([NH:19][C:13]1[CH:14]=[C:15]2[C:10](=[CH:11][CH:12]=1)[O:9][CH:8]([CH2:7][C:6]([OH:5])=[O:22])[CH2:17][CH2:16]2)(=[O:23])[CH3:25]. The catalyst class is: 331. (7) Reactant: C[O:2][CH:3](OC)[C:4]1[C:9]([O:10][CH3:11])=[N:8][C:7](Cl)=[CH:6][N:5]=1.[CH3:15][Zn]C.O. The catalyst class is: 7. Product: [CH3:11][O:10][C:9]1[C:4]([CH:3]=[O:2])=[N:5][CH:6]=[C:7]([CH3:15])[N:8]=1. (8) Reactant: [F:1][C:2]1[CH:7]=[CH:6][C:5]([O:8][CH3:9])=[CH:4][C:3]=1I.[F:11][C:12]1[CH:13]=[C:14](B(O)O)[CH:15]=[CH:16][CH:17]=1.C(=O)([O-])[O-].[Na+].[Na+]. Product: [F:1][C:2]1[CH:7]=[CH:6][C:5]([O:8][CH3:9])=[CH:4][C:3]=1[C:16]1[CH:15]=[CH:14][CH:13]=[C:12]([F:11])[CH:17]=1. The catalyst class is: 12. (9) Reactant: [CH3:1][N:2]([CH3:35])[C:3]([C:5]1[CH:10]=[CH:9][C:8]([C:11]2[CH:16]=[CH:15][C:14]([NH:17][C:18]([NH:20][C:21]3[CH:26]=[CH:25][CH:24]=[C:23]([C:27]([F:30])([F:29])[F:28])[CH:22]=3)=[O:19])=[C:13]([C:31](=[NH:34])[NH:32][NH2:33])[CH:12]=2)=[CH:7][CH:6]=1)=[O:4].C(N(CC)CC)C.Cl[C:44](Cl)([O:46]C(=O)OC(Cl)(Cl)Cl)Cl.C(=O)(O)[O-].[Na+]. Product: [CH3:1][N:2]([CH3:35])[C:3]([C:5]1[CH:10]=[CH:9][C:8]([C:11]2[CH:16]=[CH:15][C:14]([NH:17][C:18]([NH:20][C:21]3[CH:26]=[CH:25][CH:24]=[C:23]([C:27]([F:30])([F:29])[F:28])[CH:22]=3)=[O:19])=[C:13]([C:31]3[NH:34][C:44](=[O:46])[NH:33][N:32]=3)[CH:12]=2)=[CH:7][CH:6]=1)=[O:4]. The catalyst class is: 46. (10) Reactant: C([NH:9][C:10]([NH:12][C:13]1[CH:18]=[CH:17][CH:16]=[C:15]([C:19]2[N:20]([CH3:25])[C:21]([CH3:24])=[N:22][CH:23]=2)[CH:14]=1)=[S:11])(=O)C1C=CC=CC=1.[OH-].[Na+].Cl. Product: [CH3:24][C:21]1[N:20]([CH3:25])[C:19]([C:15]2[CH:14]=[C:13]([NH:12][C:10]([NH2:9])=[S:11])[CH:18]=[CH:17][CH:16]=2)=[CH:23][N:22]=1. The catalyst class is: 5.